From a dataset of Full USPTO retrosynthesis dataset with 1.9M reactions from patents (1976-2016). Predict the reactants needed to synthesize the given product. (1) The reactants are: Br[CH:2]([C:4]1[CH:5]=[CH:6][C:7]([F:10])=[N:8][CH:9]=1)[CH3:3].C(#N)C.[C:14]([N:21]1[CH2:26][CH2:25][NH:24][C@H:23]([CH3:27])[CH2:22]1)([O:16][C:17]([CH3:20])([CH3:19])[CH3:18])=[O:15].C(=O)([O-])[O-].[K+].[K+].[I-].[K+]. Given the product [F:10][C:7]1[N:8]=[CH:9][C:4]([CH:2]([N:24]2[CH2:25][CH2:26][N:21]([C:14]([O:16][C:17]([CH3:20])([CH3:19])[CH3:18])=[O:15])[CH2:22][C@H:23]2[CH3:27])[CH3:3])=[CH:5][CH:6]=1, predict the reactants needed to synthesize it. (2) Given the product [F:34][C:31]1[N:32]=[CH:33][C:28]([CH2:43][C:44](=[O:45])[CH3:46])=[CH:29][CH:30]=1, predict the reactants needed to synthesize it. The reactants are: C1(P(C2CCCCC2)C2C=CC=CC=2C2C=CC=CC=2C)CCCCC1.Br[C:28]1[CH:29]=[CH:30][C:31]([F:34])=[N:32][CH:33]=1.[O-]P([O-])([O-])=O.[K+].[K+].[K+].[CH3:43][C:44]([CH3:46])=[O:45]. (3) Given the product [O:1]=[C:2]1[N:6]([CH2:7][C:8]2[CH:17]=[CH:16][C:11]3[NH:12][C:13](=[O:15])[NH:14][C:10]=3[CH:9]=2)[C:5]2[CH:18]=[C:19]([C:22]([OH:24])=[O:23])[CH:20]=[CH:21][C:4]=2[O:3]1, predict the reactants needed to synthesize it. The reactants are: [O:1]=[C:2]1[N:6]([CH2:7][C:8]2[CH:17]=[CH:16][C:11]3[NH:12][C:13](=[O:15])[NH:14][C:10]=3[CH:9]=2)[C:5]2[CH:18]=[C:19]([C:22]([O:24]C)=[O:23])[CH:20]=[CH:21][C:4]=2[O:3]1.Cl.